This data is from Forward reaction prediction with 1.9M reactions from USPTO patents (1976-2016). The task is: Predict the product of the given reaction. (1) Given the reactants [OH:1][C@@H:2]([CH2:6][C:7]1[CH:12]=[CH:11][CH:10]=[CH:9][CH:8]=1)[C:3](O)=[O:4].B.C1COCC1, predict the reaction product. The product is: [C:7]1([CH2:6][C@H:2]([OH:1])[CH2:3][OH:4])[CH:12]=[CH:11][CH:10]=[CH:9][CH:8]=1. (2) Given the reactants CN(C)C=O.[CH2:6]([C:9]1[C:17]([OH:18])=[CH:16][CH:15]=[C:14]2[C:10]=1[CH2:11][O:12][C:13]2([C:23]([F:26])([F:25])[F:24])[C:19]([F:22])([F:21])[F:20])[CH2:7][CH3:8].[Br:27][CH2:28][CH2:29][CH2:30][CH2:31]Br.C(=O)([O-])[O-].[K+].[K+], predict the reaction product. The product is: [Br:27][CH2:28][CH2:29][CH2:30][CH2:31][O:18][C:17]1[C:9]([CH2:6][CH2:7][CH3:8])=[C:10]2[C:14](=[CH:15][CH:16]=1)[C:13]([C:23]([F:26])([F:24])[F:25])([C:19]([F:20])([F:21])[F:22])[O:12][CH2:11]2. (3) Given the reactants [CH:1]1[C:10]2[C:5](=[CH:6][C:7]([OH:11])=[CH:8][CH:9]=2)[CH:4]=[CH:3][C:2]=1O.[H-].[Na+].S([O:20][CH3:21])(OC)(=O)=O.[CH3:22]N(C=O)C, predict the reaction product. The product is: [CH3:22][O:11][C:7]1[CH:8]=[CH:9][C:10]2[C:5](=[CH:4][CH:3]=[C:2]([O:20][CH3:21])[CH:1]=2)[CH:6]=1. (4) The product is: [Br:1][C:2]1[CH:11]=[CH:10][C:9]([N+:12]([O-:14])=[O:13])=[C:8]2[C:3]=1[CH:4]=[CH:5][N:6]=[CH:7]2. Given the reactants [Br:1][C:2]1[CH:11]=[CH:10][CH:9]=[C:8]2[C:3]=1[CH:4]=[CH:5][N:6]=[CH:7]2.[N+:12]([O-])([O-:14])=[O:13].[K+].C([O-])([O-])=O.[Na+].[Na+], predict the reaction product. (5) The product is: [C:9](/[C:8](=[C:11]1/[NH:12][C:13]2[CH:21]=[CH:20][CH:19]=[CH:18][C:14]=2[N:15]/1[CH2:16][CH3:17])/[C:6]1[C:5]([CH3:22])=[CH:4][N:3]=[C:2]([NH:1][C:30]([CH:26]2[O:27][CH2:28][CH2:29][N:24]([CH3:23])[CH2:25]2)=[O:31])[N:7]=1)#[N:10]. Given the reactants [NH2:1][C:2]1[N:7]=[C:6](/[C:8](=[C:11]2\[NH:12][C:13]3[CH:21]=[CH:20][CH:19]=[CH:18][C:14]=3[N:15]\2[CH2:16][CH3:17])/[C:9]#[N:10])[C:5]([CH3:22])=[CH:4][N:3]=1.[CH3:23][N:24]1[CH2:29][CH2:28][O:27][CH:26]([C:30](O)=[O:31])[CH2:25]1, predict the reaction product. (6) Given the reactants [CH3:1][O:2][C:3]1[CH:8]=[CH:7][C:6]([C:9]([C:78]2[CH:83]=[CH:82][C:81]([O:84][CH3:85])=[CH:80][CH:79]=2)([C:72]2[CH:77]=[CH:76][CH:75]=[CH:74][CH:73]=2)[O:10][CH2:11][CH2:12][CH2:13][CH2:14][CH2:15][C:16]([N:18]2[C:29]3[C:21](=[C:22]4[C:26](=[CH:27][CH:28]=3)[NH:25][CH:24]([C:30]([N:32]3[C:43]5[C:35](=[C:36]6[C:40](=[CH:41][CH:42]=5)[NH:39][CH:38]([C:44](N5C7C(=C8C(=CC=7)NC(C(OCCC7C=CC([N+]([O-])=O)=CC=7)=O)C8)C=C5)=[O:45])[CH2:37]6)[CH:34]=[CH:33]3)=[O:31])[CH2:23]4)[CH:20]=[CH:19]2)=[O:17])=[CH:5][CH:4]=1.[CH2:86]1[CH2:96][CH2:95][N:94]2[C:89](=[N:90][CH2:91][CH2:92][CH2:93]2)[CH2:88][CH2:87]1.[CH:97](N(C(C)C)CC)(C)C.FC(F)(F)[C:108]([O:110][C:111]1[C:116]([F:117])=[C:115]([F:118])[C:114]([F:119])=[C:113]([F:120])[C:112]=1[F:121])=[O:109], predict the reaction product. The product is: [CH3:1][O:2][C:3]1[CH:4]=[CH:5][C:6]([C:9]([C:78]2[CH:79]=[CH:80][C:81]([O:84][CH3:85])=[CH:82][CH:83]=2)([C:72]2[CH:73]=[CH:74][CH:75]=[CH:76][CH:77]=2)[O:10][CH2:11][CH2:12][CH2:13][CH2:14][CH2:15][C:16]([N:18]2[C:29]3[C:21](=[C:22]4[C:26](=[CH:27][CH:28]=3)[NH:25][CH:24]([C:30]([N:32]3[C:43]5[C:35](=[C:36]6[C:40](=[CH:41][CH:42]=5)[NH:39][CH:38]([C:44]([N:94]5[C:93]7[C:86](=[C:87]8[C:97](=[CH:91][CH:92]=7)[NH:90][CH:89]([C:108]([O:110][C:111]7[C:112]([F:121])=[C:113]([F:120])[C:114]([F:119])=[C:115]([F:118])[C:116]=7[F:117])=[O:109])[CH2:88]8)[CH:96]=[CH:95]5)=[O:45])[CH2:37]6)[CH:34]=[CH:33]3)=[O:31])[CH2:23]4)[CH:20]=[CH:19]2)=[O:17])=[CH:7][CH:8]=1.